This data is from Human liver microsome stability data. The task is: Regression/Classification. Given a drug SMILES string, predict its absorption, distribution, metabolism, or excretion properties. Task type varies by dataset: regression for continuous measurements (e.g., permeability, clearance, half-life) or binary classification for categorical outcomes (e.g., BBB penetration, CYP inhibition). Dataset: hlm. (1) The result is 0 (unstable in human liver microsomes). The drug is COC(=O)c1cccc(CC[C@H]([C@H](C)O)n2cnc3c(N)ncnc32)c1. (2) The drug is Cc1c(C(=O)O)sc2ccc(NC(=O)C3(NC(=O)c4ccc5c(C6CCCCC6)c(-c6ccccn6)n(C)c5c4)CCC3)cc12. The result is 0 (unstable in human liver microsomes).